This data is from Full USPTO retrosynthesis dataset with 1.9M reactions from patents (1976-2016). The task is: Predict the reactants needed to synthesize the given product. (1) Given the product [Cl:1][C:2]1[CH:3]=[C:4]([C:9]2[S:13][C:12]([C:14]([N:61]3[CH2:69][C:68](=[O:67])[NH:49][CH2:44]3)=[O:16])=[CH:11][C:10]=2[C:17]2[CH:18]=[C:19]([C:23]#[N:24])[CH:20]=[CH:21][CH:22]=2)[CH:5]=[C:6]([F:8])[CH:7]=1, predict the reactants needed to synthesize it. The reactants are: [Cl:1][C:2]1[CH:3]=[C:4]([C:9]2[S:13][C:12]([C:14]([OH:16])=O)=[CH:11][C:10]=2[C:17]2[CH:22]=[CH:21][CH:20]=[C:19]([C:23]#[N:24])[CH:18]=2)[CH:5]=[C:6]([F:8])[CH:7]=1.C1CN([P+](ON2N=[N:49][C:44]3C=CC=CC2=3)(N2CCCC2)N2CCCC2)CC1.F[P-](F)(F)(F)(F)F.C([N:61](CC)C(C)C)(C)C.[O:67]1CC[CH2:69][CH2:68]1. (2) The reactants are: [CH:1]1([CH2:4][OH:5])[CH2:3][CH2:2]1.[H-].[Na+].Cl[C:9]1[CH:16]=C[C:12]([C:13]#[N:14])=[CH:11][CH:10]=1.C[N:18](C=O)C. Given the product [CH:1]1([CH2:4][O:5][C:12]2[CH:11]=[CH:10][C:9]([C:16]#[N:18])=[N:14][CH:13]=2)[CH2:3][CH2:2]1, predict the reactants needed to synthesize it. (3) The reactants are: [CH3:1][O:2][C:3]1[CH:17]=[C:16]([O:18][CH3:19])[CH:15]=[CH:14][C:4]=1[CH2:5][N:6]1[C:10](=[O:11])[CH2:9][NH:8][S:7]1(=[O:13])=[O:12].[CH2:20]([O:22][CH:23]([O:31][CH2:32][CH3:33])[C:24]1[S:28][C:27]([CH2:29]O)=[CH:26][CH:25]=1)[CH3:21].C1(P(C2C=CC=CC=2)C2C=CC=CC=2)C=CC=CC=1.N(C(OCC)=O)=NC(OCC)=O. Given the product [CH2:32]([O:31][CH:23]([O:22][CH2:20][CH3:21])[C:24]1[S:28][C:27]([CH2:29][N:8]2[S:7](=[O:13])(=[O:12])[N:6]([CH2:5][C:4]3[CH:14]=[CH:15][C:16]([O:18][CH3:19])=[CH:17][C:3]=3[O:2][CH3:1])[C:10](=[O:11])[CH2:9]2)=[CH:26][CH:25]=1)[CH3:33], predict the reactants needed to synthesize it. (4) Given the product [CH2:15]([C:11]1[N:10]=[C:9]([OH:8])[CH:14]=[CH:13][CH:12]=1)[CH2:16][CH2:17][CH3:18], predict the reactants needed to synthesize it. The reactants are: C([O:8][C:9]1[CH:14]=[CH:13][CH:12]=[C:11]([CH2:15][CH2:16][CH2:17][CH3:18])[N:10]=1)C1C=CC=CC=1.[H][H].